This data is from Reaction yield outcomes from USPTO patents with 853,638 reactions. The task is: Predict the reaction yield, written as a fraction of the theoretical maximum amount of product (1.0 means a 100% yield; for example, 0.34 means a 34% yield). (1) The reactants are [CH:1]1([CH2:6][CH:7]([C:11]2[CH:16]=[CH:15][C:14]([Cl:17])=[C:13]([Cl:18])[CH:12]=2)[C:8]([OH:10])=O)[CH2:5][CH2:4][CH2:3][CH2:2]1.F[P-](F)(F)(F)(F)F.N1(O[P+](N(C)C)(N(C)C)N(C)C)C2C=CC=CC=2N=N1.C(N(CC)CC)C.[NH2:53][C:54]1[CH:63]=[CH:62][C:61]2[C:56](=[CH:57][CH:58]=[CH:59][CH:60]=2)[N:55]=1. The catalyst is CN(C)C=O.O.C(OCC)(=O)C. The product is [CH:1]1([CH2:6][CH:7]([C:11]2[CH:16]=[CH:15][C:14]([Cl:17])=[C:13]([Cl:18])[CH:12]=2)[C:8]([NH:53][C:54]2[CH:63]=[CH:62][C:61]3[C:56](=[CH:57][CH:58]=[CH:59][CH:60]=3)[N:55]=2)=[O:10])[CH2:2][CH2:3][CH2:4][CH2:5]1. The yield is 0.500. (2) The reactants are I[C:2]1[C:3](=[O:28])[NH:4][C:5](=[O:27])[N:6]([CH2:8][CH2:9][CH2:10][N:11]2[CH2:16][C@H:15]3[C@:13]([C:17]4[CH:22]=[CH:21][C:20]([C:23]([F:26])([F:25])[F:24])=[CH:19][CH:18]=4)([CH2:14]3)[CH2:12]2)[CH:7]=1.CN(C)CC(O)=O.C([O-])([O-])=O.[K+].[K+].[F:42][C:43]([F:54])([F:53])[C:44]1[C:52]2[CH2:51][CH2:50][CH2:49][CH2:48][C:47]=2[NH:46][N:45]=1. The catalyst is CS(C)=O.CCOC(C)=O.[Cu]I. The product is [F:24][C:23]([F:26])([F:25])[C:20]1[CH:21]=[CH:22][C:17]([C@:13]23[CH2:14][C@H:15]2[CH2:16][N:11]([CH2:10][CH2:9][CH2:8][N:6]2[CH:7]=[C:2]([N:46]4[C:47]5[CH2:48][CH2:49][CH2:50][CH2:51][C:52]=5[C:44]([C:43]([F:42])([F:54])[F:53])=[N:45]4)[C:3](=[O:28])[NH:4][C:5]2=[O:27])[CH2:12]3)=[CH:18][CH:19]=1. The yield is 0.0499. (3) The reactants are CS(O[CH2:6][CH2:7][N:8]1[CH:12]=[C:11]([C:13]2[CH:18]=[C:17]([C:19]([O:21]C)=[O:20])[CH:16]=[CH:15][N:14]=2)[N:10]=[CH:9]1)(=O)=O.Cl.[Cl:24][C:25]1[CH:26]=[C:27]2[C:31](=[CH:32][CH:33]=1)[CH2:30][NH:29][CH2:28]2. No catalyst specified. The product is [Cl:24][C:25]1[CH:26]=[C:27]2[C:31](=[CH:32][CH:33]=1)[CH2:30][N:29]([CH2:6][CH2:7][N:8]1[CH:12]=[C:11]([C:13]3[CH:18]=[C:17]([C:19]([OH:21])=[O:20])[CH:16]=[CH:15][N:14]=3)[N:10]=[CH:9]1)[CH2:28]2. The yield is 0.170. (4) The reactants are Br[CH2:2][C:3]([C:5]1[CH:10]=[CH:9][CH:8]=[CH:7][CH:6]=1)=O.[N:11]1[CH:16]=[CH:15][CH:14]=[CH:13][C:12]=1[CH2:17][CH2:18][NH:19][C:20]([NH2:22])=[S:21].[H-].[Na+].Br[CH2:26][C:27]1[CH:36]=[CH:35][C:30]([C:31]([O:33]C)=O)=[CH:29][CH:28]=1.P([O-])(O)(O)=O.[Na+].[H-].[Al+3].[Li+].[H-].[H-].[H-].O.O.O.O.O.O.O.O.O.O.[O-]S([O-])(=O)=O.[Na+].[Na+]. The product is [C:5]1([C:3]2[N:22]=[C:20]([N:19]([CH2:26][C:27]3[CH:28]=[CH:29][C:30]([CH2:31][OH:33])=[CH:35][CH:36]=3)[CH2:18][CH2:17][C:12]3[CH:13]=[CH:14][CH:15]=[CH:16][N:11]=3)[S:21][CH:2]=2)[CH:10]=[CH:9][CH:8]=[CH:7][CH:6]=1. The catalyst is O1CCCC1.CN(C)C=O. The yield is 0.440. (5) The reactants are C(OC([N:8]1[CH2:13][CH2:12][N:11]([C:14]2[CH:15]=[N:16][C:17]([NH:20][C:21]3[N:22]=[CH:23][C:24]4[CH:30]=[C:29]([F:31])[C:28](=[O:32])[N:27]([CH:33]5[CH2:37][CH2:36][CH2:35][CH2:34]5)[C:25]=4[N:26]=3)=[CH:18][CH:19]=2)[CH2:10][CH2:9]1)=O)(C)(C)C.C(Cl)(Cl)[Cl:39].CO. No catalyst specified. The product is [ClH:39].[CH:33]1([N:27]2[C:25]3[N:26]=[C:21]([NH:20][C:17]4[CH:18]=[CH:19][C:14]([N:11]5[CH2:10][CH2:9][NH:8][CH2:13][CH2:12]5)=[CH:15][N:16]=4)[N:22]=[CH:23][C:24]=3[CH:30]=[C:29]([F:31])[C:28]2=[O:32])[CH2:37][CH2:36][CH2:35][CH2:34]1. The yield is 0.880. (6) The reactants are [H-].[Na+].[Br:3][C:4]1[CH:5]=[CH:6][C:7]([O:13][CH2:14][CH2:15]Br)=[C:8]([C:10](=[O:12])[CH3:11])[CH:9]=1. The catalyst is C1COCC1. The product is [Br:3][C:4]1[CH:5]=[CH:6][C:7]2[O:13][CH2:14][CH2:15][CH2:11][C:10](=[O:12])[C:8]=2[CH:9]=1. The yield is 0.700.